From a dataset of Catalyst prediction with 721,799 reactions and 888 catalyst types from USPTO. Predict which catalyst facilitates the given reaction. (1) Reactant: [CH3:1][N:2]([CH2:12][CH2:13][O:14][C:15]1[CH:22]=[CH:21][C:18]([CH:19]=O)=[CH:17][CH:16]=1)[C:3]1[O:4][C:5]2[CH:11]=[CH:10][CH:9]=[CH:8][C:6]=2[N:7]=1.[S:23]1[CH2:27][C:26](=[O:28])[NH:25][C:24]1=[O:29].C([O-])(=O)C.[NH2+]1CCCCC1. Product: [CH3:1][N:2]([CH2:12][CH2:13][O:14][C:15]1[CH:22]=[CH:21][C:18]([CH:19]=[C:27]2[S:23][C:24](=[O:29])[NH:25][C:26]2=[O:28])=[CH:17][CH:16]=1)[C:3]1[O:4][C:5]2[CH:11]=[CH:10][CH:9]=[CH:8][C:6]=2[N:7]=1. The catalyst class is: 11. (2) Reactant: N(C(OCC)=O)=NC(OCC)=O.[Cl:13][C:14]1[CH:33]=[CH:32][C:17]([NH:18][C:19]2[C:28]3[C:23](=[CH:24][C:25]([OH:31])=[C:26]([O:29][CH3:30])[CH:27]=3)[N:22]=[CH:21][N:20]=2)=[C:16]([F:34])[CH:15]=1.C1(P(C2C=CC=CC=2)C2C=CC=CC=2)C=CC=CC=1.O[CH2:55][CH2:56][CH2:57][N:58]1[CH2:62][CH2:61][CH2:60][C@H:59]1[C:63](=[O:67])[N:64]([CH3:66])[CH3:65]. Product: [ClH:13].[Cl:13][C:14]1[CH:33]=[CH:32][C:17]([NH:18][C:19]2[C:28]3[C:23](=[CH:24][C:25]([O:31][CH2:55][CH2:56][CH2:57][N:58]4[CH2:62][CH2:61][CH2:60][C@H:59]4[C:63](=[O:67])[N:64]([CH3:65])[CH3:66])=[C:26]([O:29][CH3:30])[CH:27]=3)[N:22]=[CH:21][N:20]=2)=[C:16]([F:34])[CH:15]=1. The catalyst class is: 2.